From a dataset of Full USPTO retrosynthesis dataset with 1.9M reactions from patents (1976-2016). Predict the reactants needed to synthesize the given product. (1) Given the product [CH2:1]([N:8]1[CH2:13][CH2:12][CH2:11][C@H:10]([O:14][C:15]2[CH:16]=[C:17]3[C:22](=[CH:23][CH:24]=2)[C:21]([NH2:25])=[N:20][CH:19]=[CH:18]3)[CH2:9]1)[C:2]1[CH:7]=[CH:6][CH:5]=[CH:4][CH:3]=1, predict the reactants needed to synthesize it. The reactants are: [CH2:1]([N:8]1[CH2:13][CH2:12][CH2:11][C@H:10]([O:14][C:15]2[CH:16]=[C:17]3[C:22](=[CH:23][CH:24]=2)[C:21]([N:25]2C(=O)C4C(=CC=CC=4)C2=O)=[N:20][CH:19]=[CH:18]3)[CH2:9]1)[C:2]1[CH:7]=[CH:6][CH:5]=[CH:4][CH:3]=1.O.NN. (2) Given the product [NH2:19][C:10]1[C:9]2[N:8]=[C:7]([CH2:20][CH2:21][O:22][CH3:23])[N:6]([CH2:5][CH2:4][CH2:3][CH2:2][NH:1][C:33]([C:26]3[C:27]4[C:32](=[CH:31][CH:30]=[CH:29][CH:28]=4)[NH:24][CH:25]=3)=[O:34])[C:18]=2[C:17]2[CH:16]=[CH:15][CH:14]=[CH:13][C:12]=2[N:11]=1, predict the reactants needed to synthesize it. The reactants are: [NH2:1][CH2:2][CH2:3][CH2:4][CH2:5][N:6]1[C:18]2[C:17]3[CH:16]=[CH:15][CH:14]=[CH:13][C:12]=3[N:11]=[C:10]([NH2:19])[C:9]=2[N:8]=[C:7]1[CH2:20][CH2:21][O:22][CH3:23].[NH:24]1[C:32]2[C:27](=[CH:28][CH:29]=[CH:30][CH:31]=2)[C:26]([C:33](O)=[O:34])=[CH:25]1. (3) Given the product [CH3:11][O:10][C:4]1[CH:3]=[C:2]([NH:1][CH2:12][C:14]2[CH:22]=[CH:21][C:17]([C:18]([OH:20])=[O:19])=[CH:16][CH:15]=2)[CH:7]=[CH:6][C:5]=1[O:8][CH3:9], predict the reactants needed to synthesize it. The reactants are: [NH2:1][C:2]1[CH:3]=[C:4]([O:10][CH3:11])[C:5]([O:8][CH3:9])=[CH:6][CH:7]=1.[CH:12]([C:14]1[CH:22]=[CH:21][C:17]([C:18]([OH:20])=[O:19])=[CH:16][CH:15]=1)=O.C([Sn](Cl)(Cl)CCCC)CCC.C1([SiH3])C=CC=CC=1. (4) Given the product [CH:1]1([CH2:7][C@H:8]([NH:11][C:12](=[O:18])[O:13][C:14]([CH3:16])([CH3:15])[CH3:17])[CH:9]=[O:10])[CH2:2][CH2:3][CH2:4][CH2:5][CH2:6]1, predict the reactants needed to synthesize it. The reactants are: [CH:1]1([CH2:7][C@H:8]([NH:11][C:12](=[O:18])[O:13][C:14]([CH3:17])([CH3:16])[CH3:15])[CH2:9][OH:10])[CH2:6][CH2:5][CH2:4][CH2:3][CH2:2]1.CC(OI1(OC(C)=O)(OC(C)=O)OC(=O)C2C=CC=CC1=2)=O. (5) Given the product [CH:9]1([N:6]2[N:5]=[C:4]([N+:1]([O-:3])=[O:2])[CH:8]=[N:7]2)[CH2:11][CH2:10]1, predict the reactants needed to synthesize it. The reactants are: [N+:1]([C:4]1[CH:8]=[N:7][NH:6][N:5]=1)([O-:3])=[O:2].[CH:9]1(B(O)O)[CH2:11][CH2:10]1.C[Si](C)(C)[N-][Si](C)(C)C.[Na+].O. (6) Given the product [CH2:81]([NH:30][C:29]([C:26]1[CH:27]=[C:28]2[C:23](=[CH:24][CH:25]=1)[NH:22][N:21]=[C:20]2[C:15]1[CH:14]=[CH:13][C:12]2[C:17](=[CH:18][CH:19]=[C:10]([O:9][CH2:8][CH:4]3[CH2:5][CH2:6][CH2:7][N:3]3[CH2:1][CH3:2])[CH:11]=2)[CH:16]=1)=[O:55])[CH:82]([CH3:84])[CH3:83], predict the reactants needed to synthesize it. The reactants are: [CH2:1]([N:3]1[CH2:7][CH2:6][CH2:5][CH:4]1[CH2:8][O:9][C:10]1[CH:11]=[C:12]2[C:17](=[CH:18][CH:19]=1)[CH:16]=[C:15]([C:20]1[C:28]3[C:23](=[CH:24][CH:25]=[C:26]([C:29]#[N:30])[CH:27]=3)[N:22](C3CCCCO3)[N:21]=1)[CH:14]=[CH:13]2)[CH3:2].[OH-].[K+].F[P-](F)(F)(F)(F)F.N1([O:55]C(N(C)C)=[N+](C)C)C2C=CC=CC=2N=N1.O.ON1C2C=CC=CC=2N=N1.C(N(CC)CC)C.[CH2:81](N)[CH:82]([CH3:84])[CH3:83]. (7) Given the product [ClH:27].[ClH:28].[C:29]([C@@H:31]1[CH2:35][CH2:34][CH2:33][N:32]1[C:20](=[O:22])[C@H:12]([CH2:13][CH2:14][CH2:15][NH:16][C:17](=[NH:19])[NH:18][S:24]([CH3:23])(=[O:26])=[O:25])[NH2:11])#[N:30], predict the reactants needed to synthesize it. The reactants are: C(OC([NH:11][C@H:12]([C:20]([OH:22])=O)[CH2:13][CH2:14][CH2:15][NH:16][C:17](=[NH:19])[NH2:18])=O)C1C=CC=CC=1.[CH3:23][S:24]([Cl:27])(=[O:26])=[O:25].[ClH:28].[C:29]([C@@H:31]1[CH2:35][CH2:34][CH2:33][NH:32]1)#[N:30]. (8) Given the product [NH2:8][C:5]1[C:4]([N+:9]([O-:11])=[O:10])=[C:3]([N:23]2[CH2:22][CH2:21][N:20]([C:13]([O:15][C:16]([CH3:19])([CH3:18])[CH3:17])=[O:14])[CH2:25][CH2:24]2)[C:2]([Br:1])=[CH:7][N:6]=1, predict the reactants needed to synthesize it. The reactants are: [Br:1][C:2]1[C:3](Cl)=[C:4]([N+:9]([O-:11])=[O:10])[C:5]([NH2:8])=[N:6][CH:7]=1.[C:13]([N:20]1[CH2:25][CH2:24][NH:23][CH2:22][CH2:21]1)([O:15][C:16]([CH3:19])([CH3:18])[CH3:17])=[O:14].C(N(C(C)C)CC)(C)C. (9) Given the product [CH3:35][C:36]1[N:40]=[C:39]([C:41]2[CH:8]=[CH:9][C:10]([CH:13]3[O:19][CH2:18][CH2:17][N:16]([C:20]4[N:25]([CH3:26])[C:24](=[O:27])[CH:23]=[C:22]([C:28]5[CH:33]=[CH:32][N:31]=[CH:30][N:29]=5)[N:21]=4)[CH2:15][CH2:14]3)=[CH:11][CH:12]=2)[O:38][N:37]=1, predict the reactants needed to synthesize it. The reactants are: CC1ON=C(C2[CH:12]=[CH:11][C:10]([CH:13]3[O:19][CH2:18][CH2:17][N:16]([C:20]4[N:25]([CH3:26])[C:24](=[O:27])[CH:23]=[C:22]([C:28]5[CH:33]=[CH:32][N:31]=[CH:30][N:29]=5)[N:21]=4)[CH2:15][CH2:14]3)=[CH:9][CH:8]=2)N=1.Cl.[CH3:35][C:36]1[N:40]=[C:39]([C:41]2C=CC(C3OCCNCC3)=CC=2)[O:38][N:37]=1.Cl.CC1ON=C(C2C=CC(C3OCCNCC3)=CC=2)N=1.